This data is from Forward reaction prediction with 1.9M reactions from USPTO patents (1976-2016). The task is: Predict the product of the given reaction. (1) Given the reactants [CH:1]1([CH2:7][S:8][C:9]2[N:14]=[C:13]([C:15]([O:17]C)=O)[CH:12]=[CH:11][CH:10]=2)[CH2:6][CH2:5][CH2:4][CH2:3][CH2:2]1.[CH3:19][C:20]#[N:21], predict the reaction product. The product is: [CH:1]1([CH2:7][S:8][C:9]2[N:14]=[C:13]([C:15](=[O:17])[CH2:19][C:20]#[N:21])[CH:12]=[CH:11][CH:10]=2)[CH2:2][CH2:3][CH2:4][CH2:5][CH2:6]1. (2) Given the reactants [F:1][C:2]1[CH:10]=[CH:9][CH:8]=[C:7]2[C:3]=1[CH:4]=[CH:5][N:6]2[C@@H:11]1[O:28][C@H:27]([CH2:29][O:30][C:31](=[O:33])[CH3:32])[C@@H:22]([O:23][C:24](=[O:26])[CH3:25])[C@H:17]([O:18][C:19](=[O:21])[CH3:20])[C@H:12]1[O:13][C:14](=[O:16])[CH3:15].[O:34]1[CH:38]=[CH:37][C:36]2[CH:39]=[C:40]([C:43](Cl)=[O:44])[CH:41]=[CH:42][C:35]1=2, predict the reaction product. The product is: [F:1][C:2]1[CH:10]=[CH:9][CH:8]=[C:7]2[C:3]=1[C:4]([C:43]([C:40]1[CH:41]=[CH:42][C:35]3[O:34][CH:38]=[CH:37][C:36]=3[CH:39]=1)=[O:44])=[CH:5][N:6]2[C@@H:11]1[O:28][C@H:27]([CH2:29][O:30][C:31](=[O:33])[CH3:32])[C@@H:22]([O:23][C:24](=[O:26])[CH3:25])[C@H:17]([O:18][C:19](=[O:21])[CH3:20])[C@H:12]1[O:13][C:14](=[O:16])[CH3:15].